This data is from Reaction yield outcomes from USPTO patents with 853,638 reactions. The task is: Predict the reaction yield, written as a fraction of the theoretical maximum amount of product (1.0 means a 100% yield; for example, 0.34 means a 34% yield). (1) The reactants are [C:1]([OH:14])(=[O:13])[C@@:2]1([CH2:12][CH2:11][C@H:7]([C:8]([OH:10])=[O:9])[C:4]1([CH3:6])[CH3:5])[CH3:3].[CH3:15]O. The catalyst is Cl. The product is [CH3:15][O:9][C:8]([C@H:7]1[CH2:11][CH2:12][C@@:2]([CH3:3])([C:1]([OH:14])=[O:13])[C:4]1([CH3:6])[CH3:5])=[O:10]. The yield is 0.830. (2) The reactants are FC(F)(F)C(O)=[O:4].C([C@@H]1C(OC)=[N:15][C@@H:14]([CH2:19][C@@H:20]([C:23]2[CH:28]=[CH:27][CH:26]=[CH:25][CH:24]=2)[CH2:21][CH3:22])[C:13]([O:29][CH3:30])=N1)(C)C.C(=O)([O-])[O-].[Na+].[Na+]. The catalyst is O.C(#N)C. The product is [CH3:30][O:29][C:13](=[O:4])[C@@H:14]([NH2:15])[CH2:19][C@@H:20]([C:23]1[CH:28]=[CH:27][CH:26]=[CH:25][CH:24]=1)[CH2:21][CH3:22]. The yield is 0.850.